Dataset: Forward reaction prediction with 1.9M reactions from USPTO patents (1976-2016). Task: Predict the product of the given reaction. Given the reactants [F:1][C:2]1[CH:11]=[C:10]([NH:12][S:13]([C:16]2[CH:21]=[CH:20][C:19]([N+:22]([O-])=O)=[CH:18][CH:17]=2)(=[O:15])=[O:14])[C:9]([F:25])=[CH:8][C:3]=1[C:4]([O:6][CH3:7])=[O:5].[H][H], predict the reaction product. The product is: [NH2:22][C:19]1[CH:18]=[CH:17][C:16]([S:13]([NH:12][C:10]2[C:9]([F:25])=[CH:8][C:3]([C:4]([O:6][CH3:7])=[O:5])=[C:2]([F:1])[CH:11]=2)(=[O:15])=[O:14])=[CH:21][CH:20]=1.